Dataset: Reaction yield outcomes from USPTO patents with 853,638 reactions. Task: Predict the reaction yield, written as a fraction of the theoretical maximum amount of product (1.0 means a 100% yield; for example, 0.34 means a 34% yield). (1) The reactants are C[O:2][C:3](=[O:33])[CH2:4][CH2:5][C:6]1[CH:11]=[CH:10][C:9]([C:12]([CH2:30][CH3:31])([C:15]2[CH:20]=[CH:19][C:18](/[CH:21]=[CH:22]/[C:23]([CH2:27][CH3:28])([OH:26])[CH2:24][CH3:25])=[C:17]([CH3:29])[CH:16]=2)[CH2:13][CH3:14])=[CH:8][C:7]=1[CH3:32].[OH-].[K+].[NH4+].[Cl-]. The catalyst is CO.O. The product is [CH2:13]([C:12]([C:9]1[CH:10]=[CH:11][C:6]([CH2:5][CH2:4][C:3]([OH:33])=[O:2])=[C:7]([CH3:32])[CH:8]=1)([C:15]1[CH:20]=[CH:19][C:18](/[CH:21]=[CH:22]/[C:23]([CH2:24][CH3:25])([OH:26])[CH2:27][CH3:28])=[C:17]([CH3:29])[CH:16]=1)[CH2:30][CH3:31])[CH3:14]. The yield is 0.790. (2) The reactants are Cl[C:2]1[C:7]2[C:8]3[CH2:14][CH2:13][CH2:12][CH2:11][C:9]=3[Se:10][C:6]=2[N:5]=[CH:4][N:3]=1.[NH2:15][C:16]1[N:17]=[C:18]([S:23][CH3:24])[S:19][C:20]=1[C:21]#[N:22].[OH-].[Na+]. The catalyst is CN(C=O)C. The product is [CH3:24][S:23][C:18]1[S:19][C:20]([C:21]#[N:22])=[C:16]([NH:15][C:2]2[C:7]3[C:8]4[CH2:14][CH2:13][CH2:12][CH2:11][C:9]=4[Se:10][C:6]=3[N:5]=[CH:4][N:3]=2)[N:17]=1. The yield is 0.810. (3) The reactants are S(Cl)(Cl)=O.[Cl:5][C:6]1[S:7][CH:8]=[C:9]([C:11]([OH:13])=[O:12])[N:10]=1.[CH3:14]O. No catalyst specified. The product is [Cl:5][C:6]1[S:7][CH:8]=[C:9]([C:11]([O:13][CH3:14])=[O:12])[N:10]=1. The yield is 0.650. (4) The reactants are [C:1]([NH:8][O:9][CH2:10][CH2:11][OH:12])([O:3][C:4]([CH3:7])([CH3:6])[CH3:5])=[O:2].[Br:13][C:14]([CH3:19])([CH3:18])[C:15](O)=[O:16].C(N(CC)CC)C. The catalyst is ClCCl. The product is [Br:13][C:14]([CH3:19])([CH3:18])[C:15]([O:12][CH2:11][CH2:10][O:9][NH:8][C:1]([O:3][C:4]([CH3:6])([CH3:7])[CH3:5])=[O:2])=[O:16]. The yield is 0.780. (5) The reactants are [Cl:1][C:2]1[CH:3]=[C:4]([C:9]2([C:13](=[O:21])[CH2:14][N:15]3[CH2:20][CH2:19][CH2:18][CH2:17][CH2:16]3)[CH2:12][CH2:11][CH2:10]2)[CH:5]=[CH:6][C:7]=1[Cl:8].[BH4-].[Na+]. The catalyst is CO. The product is [Cl:1][C:2]1[CH:3]=[C:4]([C:9]2([CH:13]([OH:21])[CH2:14][N:15]3[CH2:16][CH2:17][CH2:18][CH2:19][CH2:20]3)[CH2:10][CH2:11][CH2:12]2)[CH:5]=[CH:6][C:7]=1[Cl:8]. The yield is 1.00. (6) The reactants are [CH3:1][O:2][C:3]1[CH:8]=[CH:7][C:6]([NH:9][CH:10]=O)=[CH:5][CH:4]=1.COC1C=CC(N)=CC=1.[H-].[Na+].FC1[CH:34]=[CH:33][C:27]([C:28]([O:30]CC)=[O:29])=[CH:26][CH:25]=1.Cl. The catalyst is CN(C)C=O. The product is [CH3:1][O:2][C:3]1[CH:4]=[CH:5][C:6]([NH:9][C:10]2[CH:34]=[CH:33][C:27]([C:28]([OH:30])=[O:29])=[CH:26][CH:25]=2)=[CH:7][CH:8]=1. The yield is 0.340.